Task: Predict the reaction yield, written as a fraction of the theoretical maximum amount of product (1.0 means a 100% yield; for example, 0.34 means a 34% yield).. Dataset: Reaction yield outcomes from USPTO patents with 853,638 reactions (1) The reactants are Cl[C:2]1[N:6]([C:7]2[CH:12]=[CH:11][C:10]([S:13]([CH3:16])(=[O:15])=[O:14])=[CH:9][N:8]=2)[N:5]=[C:4]([CH:17]([F:19])[F:18])[C:3]=1[C:20]#[N:21].[CH3:22][C@H:23]1[O:28][C@@H:27]([CH3:29])[CH2:26][NH:25][CH2:24]1.[F-].[K+].O. The catalyst is CS(C)=O. The product is [F:18][CH:17]([F:19])[C:4]1[C:3]([C:20]#[N:21])=[C:2]([N:25]2[CH2:24][C@H:23]([CH3:22])[O:28][C@H:27]([CH3:29])[CH2:26]2)[N:6]([C:7]2[CH:12]=[CH:11][C:10]([S:13]([CH3:16])(=[O:15])=[O:14])=[CH:9][N:8]=2)[N:5]=1. The yield is 0.850. (2) The reactants are Cl[C:2]1[CH:7]=[C:6]([N:8]2[CH2:13][CH2:12][O:11][CH2:10][CH2:9]2)[CH:5]=[C:4]([Cl:14])[N:3]=1.CC(C)([O-])C.[K+].C1C=CC(P(C2C(C3C(P(C4C=CC=CC=4)C4C=CC=CC=4)=CC=C4C=3C=CC=C4)=C3C(C=CC=C3)=CC=2)C2C=CC=CC=2)=CC=1.[F:67][C:68]([F:78])([F:77])[O:69][C:70]1[CH:75]=[CH:74][C:73]([NH2:76])=[CH:72][CH:71]=1. The catalyst is C1(C)C=CC=CC=1.C([O-])(=O)C.[Pd+2].C([O-])(=O)C.O. The yield is 0.180. The product is [Cl:14][C:4]1[N:3]=[C:2]([NH:76][C:73]2[CH:74]=[CH:75][C:70]([O:69][C:68]([F:67])([F:77])[F:78])=[CH:71][CH:72]=2)[CH:7]=[C:6]([N:8]2[CH2:13][CH2:12][O:11][CH2:10][CH2:9]2)[CH:5]=1. (3) The reactants are O[CH2:2][C:3]1[CH:12]=[N:11][C:10]2[N:9]3[CH2:13][CH2:14][CH2:15][CH2:16][C@H:8]3[C:7](=[O:17])[NH:6][C:5]=2[CH:4]=1.[I-].C(C[P+](C)(C)C)#N.C(N(C(C)C)C(C)C)C.Cl.[Cl:36][C:37]1[CH:42]=[CH:41][C:40]([CH:43]2[CH2:48][CH2:47][NH:46][CH2:45][CH2:44]2)=[CH:39][CH:38]=1. The catalyst is C(#N)CC. The product is [Cl:36][C:37]1[CH:42]=[CH:41][C:40]([CH:43]2[CH2:44][CH2:45][N:46]([CH2:2][C:3]3[CH:12]=[N:11][C:10]4[N:9]5[CH2:13][CH2:14][CH2:15][CH2:16][C@H:8]5[C:7](=[O:17])[NH:6][C:5]=4[CH:4]=3)[CH2:47][CH2:48]2)=[CH:39][CH:38]=1. The yield is 0.125. (4) The reactants are [NH2:1][C:2]1[N:7]=[C:6]([C:8]2[CH:13]=[CH:12][C:11]([OH:14])=[CH:10][C:9]=2[CH:15]2[CH2:17][CH2:16]2)[CH:5]=[CH:4][CH:3]=1.[CH3:18][N:19]([CH3:23])[CH2:20][CH2:21]Cl. No catalyst specified. The product is [CH:15]1([C:9]2[CH:10]=[C:11]([O:14][CH2:21][CH2:20][N:19]([CH3:23])[CH3:18])[CH:12]=[CH:13][C:8]=2[C:6]2[N:7]=[C:2]([NH2:1])[CH:3]=[CH:4][CH:5]=2)[CH2:17][CH2:16]1. The yield is 0.810. (5) The reactants are [CH:1]1([CH2:6][CH:7]([C:19]2[NH:27][C:22]3=[N:23][CH:24]=[CH:25][CH:26]=[C:21]3[CH:20]=2)[C:8]2[CH:13]=[CH:12][C:11]([S:14]([CH:17]=[CH2:18])(=[O:16])=[O:15])=[CH:10][CH:9]=2)[CH2:5][CH2:4][CH2:3][CH2:2]1.[CH3:28][NH:29][CH3:30].CO. No catalyst specified. The product is [CH:1]1([CH2:6][CH:7]([C:8]2[CH:13]=[CH:12][C:11]([S:14]([CH2:17][CH2:18][N:29]([CH3:30])[CH3:28])(=[O:16])=[O:15])=[CH:10][CH:9]=2)[C:19]2[NH:27][C:22]3=[N:23][CH:24]=[CH:25][CH:26]=[C:21]3[CH:20]=2)[CH2:5][CH2:4][CH2:3][CH2:2]1. The yield is 0.120. (6) The reactants are CC1C=CC(S(O[CH2:12][CH2:13][CH2:14][CH2:15][C:16]2[C:24]3[C:19](=[CH:20][CH:21]=[C:22]([C:25]#[N:26])[CH:23]=3)[NH:18][CH:17]=2)(=O)=O)=CC=1.[N:27]1([C:33]2[N:38]=[C:37]([C:39]([F:42])([F:41])[F:40])[CH:36]=[CH:35][N:34]=2)[CH2:32][CH2:31][NH:30][CH2:29][CH2:28]1.C(=O)([O-])[O-].[K+].[K+].[I-].[K+]. The catalyst is C(#N)C. The product is [F:42][C:39]([F:40])([F:41])[C:37]1[CH:36]=[CH:35][N:34]=[C:33]([N:27]2[CH2:28][CH2:29][N:30]([CH2:12][CH2:13][CH2:14][CH2:15][C:16]3[C:24]4[C:19](=[CH:20][CH:21]=[C:22]([C:25]#[N:26])[CH:23]=4)[NH:18][CH:17]=3)[CH2:31][CH2:32]2)[N:38]=1. The yield is 0.530. (7) The reactants are [C:1]([O:5][C:6]([N:8]([CH2:19][CH2:20][C:21]1[CH:26]=[CH:25][C:24]([N+:27]([O-])=O)=[CH:23][CH:22]=1)[CH2:9][C:10]1[CH:15]=[CH:14][C:13]([N+:16]([O-])=O)=[CH:12][CH:11]=1)=[O:7])([CH3:4])([CH3:3])[CH3:2].[H][H]. The catalyst is O1CCCC1.C1(C)C=CC=CC=1.[Pt].[C]. The product is [C:1]([O:5][C:6]([N:8]([CH2:19][CH2:20][C:21]1[CH:26]=[CH:25][C:24]([NH2:27])=[CH:23][CH:22]=1)[CH2:9][C:10]1[CH:15]=[CH:14][C:13]([NH2:16])=[CH:12][CH:11]=1)=[O:7])([CH3:4])([CH3:2])[CH3:3]. The yield is 0.900. (8) The reactants are C(OC([N:8]1[CH2:13][CH2:12][N:11]([C:14]2[CH:19]=[CH:18][CH:17]=[C:16]([Cl:20])[C:15]=2[O:21][CH3:22])[CH2:10][CH2:9]1)=O)(C)(C)C.C(O)(C(F)(F)F)=O. The catalyst is C(Cl)Cl. The product is [Cl:20][C:16]1[C:15]([O:21][CH3:22])=[C:14]([N:11]2[CH2:10][CH2:9][NH:8][CH2:13][CH2:12]2)[CH:19]=[CH:18][CH:17]=1. The yield is 0.720.